From a dataset of Reaction yield outcomes from USPTO patents with 853,638 reactions. Predict the reaction yield, written as a fraction of the theoretical maximum amount of product (1.0 means a 100% yield; for example, 0.34 means a 34% yield). (1) The reactants are CP(C1C=CC=CC=1)[C:3]1C=CC=C[CH:4]=1.[CH2:15]([P:17]([O-:23])[O:18][CH2:19][CH2:20][CH2:21][CH3:22])[CH3:16].C#C. The catalyst is C1CC=CCCC=C1.C1CC=CCCC=C1.[Ni].C1COCC1. The product is [CH2:3]([CH:16]=[CH:15][PH:17](=[O:23])[O:18][CH2:19][CH2:20][CH2:21][CH3:22])[CH3:4]. The yield is 0.950. (2) The reactants are [C:1](OC(=O)C)(=[O:3])[CH3:2].[C:8]([O:12][C:13](=[O:31])[CH2:14][CH:15]([OH:30])[CH2:16][CH2:17][C:18]1[CH:23]=[CH:22][C:21]([C:24]2[CH:29]=[CH:28][CH:27]=[CH:26][CH:25]=2)=[CH:20][CH:19]=1)([CH3:11])([CH3:10])[CH3:9].N1C=CC=CC=1.Cl. The catalyst is CN(C)C1C=CN=CC=1.ClCCl. The product is [C:8]([O:12][C:13](=[O:31])[CH2:14][CH:15]([O:30][C:1](=[O:3])[CH3:2])[CH2:16][CH2:17][C:18]1[CH:19]=[CH:20][C:21]([C:24]2[CH:29]=[CH:28][CH:27]=[CH:26][CH:25]=2)=[CH:22][CH:23]=1)([CH3:11])([CH3:9])[CH3:10]. The yield is 0.740.